Binary Classification. Given a drug SMILES string, predict its activity (active/inactive) in a high-throughput screening assay against a specified biological target. From a dataset of Tyrosyl-DNA phosphodiesterase HTS with 341,365 compounds. The molecule is S=C1NC(=O)/C(=C\c2c(n(nc2C)Cc2ccccc2)C)C(=O)N1. The result is 1 (active).